From a dataset of Catalyst prediction with 721,799 reactions and 888 catalyst types from USPTO. Predict which catalyst facilitates the given reaction. (1) Reactant: C([O:8][N:9]1[C:18]2[C:13](=[C:14]([C:19]3[CH:24]=[CH:23][CH:22]=[CH:21][CH:20]=3)[CH:15]=[CH:16][N:17]=2)[C:12]([OH:25])=[C:11]([C:26]([O:28][CH2:29][CH3:30])=[O:27])[C:10]1=[O:31])C1C=CC=CC=1. Product: [OH:8][N:9]1[C:18]2[C:13](=[C:14]([C:19]3[CH:24]=[CH:23][CH:22]=[CH:21][CH:20]=3)[CH:15]=[CH:16][N:17]=2)[C:12]([OH:25])=[C:11]([C:26]([O:28][CH2:29][CH3:30])=[O:27])[C:10]1=[O:31]. The catalyst class is: 50. (2) Reactant: [NH2:1][C:2]1[CH:11]=[CH:10][C:5]([C:6]([O:8][CH3:9])=[O:7])=[C:4]([OH:12])[CH:3]=1.[CH:13]1([C:19]2[CH:26]=[CH:25][C:22]([CH:23]=O)=[CH:21][CH:20]=2)[CH2:18][CH2:17][CH2:16][CH2:15][CH2:14]1.[BH-](OC(C)=O)(OC(C)=O)OC(C)=O.[Na+].C([O-])(O)=O.[Na+]. Product: [CH:13]1([C:19]2[CH:26]=[CH:25][C:22]([CH2:23][NH:1][C:2]3[CH:11]=[CH:10][C:5]([C:6]([O:8][CH3:9])=[O:7])=[C:4]([OH:12])[CH:3]=3)=[CH:21][CH:20]=2)[CH2:14][CH2:15][CH2:16][CH2:17][CH2:18]1. The catalyst class is: 313. (3) Reactant: [CH2:1]([C:3]1[CH:4]=[N:5][C:6]([N:9]2[CH2:14][CH2:13][CH:12]([C@H:15]3[CH2:17][C@H:16]3[CH2:18][CH2:19][O:20][C:21]3[CH:26]=[CH:25][C:24]([CH2:27][CH2:28][OH:29])=[C:23]([F:30])[CH:22]=3)[CH2:11][CH2:10]2)=[N:7][CH:8]=1)[CH3:2].N1(C(=O)CC2C(F)=C[C:40]([OH:44])=CC=2F)CCC1.C1(P(C2C=CC=CC=2)C2C=CC=CC=2)C=CC=CC=1.N(C(OC(C)(C)C)=O)=NC(OC(C)(C)C)=O. Product: [CH2:1]([C:3]1[CH:4]=[N:5][C:6]([N:9]2[CH2:10][CH2:11][CH:12]([C@H:15]3[CH2:17][C@H:16]3[CH2:18][CH2:19][O:20][C:21]3[CH:26]=[CH:25][C:24]([CH2:27][C:28]([O:44][CH3:40])=[O:29])=[C:23]([F:30])[CH:22]=3)[CH2:13][CH2:14]2)=[N:7][CH:8]=1)[CH3:2]. The catalyst class is: 4. (4) Reactant: [CH:1]1([NH2:4])[CH2:3][CH2:2]1.[C:5]([O:9][C:10]([NH:12][C@@H:13]([CH2:19][CH2:20][CH3:21])[C@H:14]([OH:18])[C:15](O)=[O:16])=[O:11])([CH3:8])([CH3:7])[CH3:6].C1C=C2N=NN(O)C2=CC=1.O.CCN=C=NCCCN(C)C.Cl.C([O-])(O)=O.[Na+]. Product: [CH:1]1([NH:4][C:15](=[O:16])[C@@H:14]([OH:18])[C@@H:13]([NH:12][C:10]([O:9][C:5]([CH3:8])([CH3:7])[CH3:6])=[O:11])[CH2:19][CH2:20][CH3:21])[CH2:3][CH2:2]1. The catalyst class is: 69. (5) Reactant: [F:1][C:2]1[CH:3]=[C:4]([N+:10]([O-:12])=[O:11])[CH:5]=[C:6]([F:9])[C:7]=1F.C(N(CC)C(C)C)(C)C.[NH:22]1[CH2:27][CH2:26][S:25][CH2:24][CH2:23]1. Product: [F:9][C:6]1[CH:5]=[C:4]([N+:10]([O-:12])=[O:11])[CH:3]=[C:2]([F:1])[C:7]=1[N:22]1[CH2:27][CH2:26][S:25][CH2:24][CH2:23]1. The catalyst class is: 10. (6) Reactant: [CH3:1][O:2][C:3]1[CH:12]=[CH:11][C:10]([CH:13]=O)=[C:9]2[C:4]=1[CH2:5][CH2:6][C:7](=[O:15])[NH:8]2.C(O)(=O)C. Product: [CH3:1][O:2][C:3]1[CH:12]=[CH:11][C:10]([CH3:13])=[C:9]2[C:4]=1[CH2:5][CH2:6][C:7](=[O:15])[NH:8]2. The catalyst class is: 349. (7) Reactant: O[C@@H]1C2N=CN=C(N3CCN(C(OC(C)(C)C)=O)CC3)C=2[C@H](C)C1.CCN(S(F)(F)F)CC.[F:34][C@H:35]1[C:39]2[N:40]=[CH:41][N:42]=[C:43]([N:44]3[CH2:49][CH2:48][N:47](C(OC(C)(C)C)=O)[CH2:46][CH2:45]3)[C:38]=2[C@H:37]([CH3:57])[CH2:36]1.[ClH:58]. Product: [ClH:58].[ClH:58].[F:34][C@H:35]1[C:39]2[N:40]=[CH:41][N:42]=[C:43]([N:44]3[CH2:45][CH2:46][NH:47][CH2:48][CH2:49]3)[C:38]=2[C@H:37]([CH3:57])[CH2:36]1. The catalyst class is: 135. (8) Reactant: Br[C:2]1[CH:7]=[CH:6][C:5]([CH:8]2[N:12]([CH3:13])[C:11](=[O:14])[CH2:10][CH2:9]2)=[CH:4][CH:3]=1.[F:15][C:16]([F:27])([F:26])[C:17]1[C:25]2[CH2:24][CH2:23][CH2:22][CH2:21][C:20]=2[NH:19][N:18]=1.CN(C)CC(O)=O.C(=O)([O-])[O-].[K+].[K+]. Product: [CH3:13][N:12]1[CH:8]([C:5]2[CH:6]=[CH:7][C:2]([N:19]3[C:20]4[CH2:21][CH2:22][CH2:23][CH2:24][C:25]=4[C:17]([C:16]([F:15])([F:27])[F:26])=[N:18]3)=[CH:3][CH:4]=2)[CH2:9][CH2:10][C:11]1=[O:14]. The catalyst class is: 156. (9) Reactant: [CH3:1][O:2][C:3]1[CH:4]=[C:5]([CH:23]=[CH:24][CH:25]=1)[NH:6][C:7]1[CH:12]=[C:11]([C:13]([F:16])([F:15])[F:14])[N:10]=[C:9]([C:17]2[CH:22]=[CH:21][CH:20]=[CH:19][N:18]=2)[N:8]=1.Cl. Product: [CH3:1][O:2][C:3]1[CH:4]=[C:5]([CH:23]=[CH:24][CH:25]=1)[NH:6][C:7]1[CH:12]=[C:11]([C:13]([F:14])([F:16])[F:15])[N:10]=[C:9]([CH:17]2[CH2:22][CH2:21][CH2:20][CH2:19][NH:18]2)[N:8]=1. The catalyst class is: 19. (10) Reactant: [Cl:1][C:2]1[CH:15]=[C:14]([C:16]2([CH3:21])[O:20][CH2:19][CH2:18][O:17]2)[C:5]([O:6][CH:7]([CH3:13])[C:8]([O:10][CH2:11][CH3:12])=[O:9])=[C:4]([CH:22]=C)[C:3]=1[F:24].[O:25]=[O+][O-]. Product: [Cl:1][C:2]1[CH:15]=[C:14]([C:16]2([CH3:21])[O:20][CH2:19][CH2:18][O:17]2)[C:5]([O:6][CH:7]([CH3:13])[C:8]([O:10][CH2:11][CH3:12])=[O:9])=[C:4]([CH:22]=[O:25])[C:3]=1[F:24]. The catalyst class is: 2.